Dataset: Full USPTO retrosynthesis dataset with 1.9M reactions from patents (1976-2016). Task: Predict the reactants needed to synthesize the given product. (1) The reactants are: Cl[C:2]1[CH:3]=[CH:4][C:5]([N+:9]([O-:11])=[O:10])=[C:6]([CH:8]=1)[NH2:7].[C:12]([O:16][C:17]([N:19]1[CH2:24][CH2:23][NH:22][CH2:21][CH2:20]1)=[O:18])([CH3:15])([CH3:14])[CH3:13].C(=O)([O-])[O-].[K+].[K+].O. Given the product [C:12]([O:16][C:17]([N:19]1[CH2:24][CH2:23][N:22]([C:2]2[CH:3]=[CH:4][C:5]([N+:9]([O-:11])=[O:10])=[C:6]([NH2:7])[CH:8]=2)[CH2:21][CH2:20]1)=[O:18])([CH3:15])([CH3:13])[CH3:14], predict the reactants needed to synthesize it. (2) Given the product [I:1][C:2]1[CH:3]=[C:4]([CH:8]=[CH:9][CH:10]=1)[C:5]([O:7][CH2:17][C:18]1[CH:23]=[CH:22][CH:21]=[CH:20][CH:19]=1)=[O:6], predict the reactants needed to synthesize it. The reactants are: [I:1][C:2]1[CH:3]=[C:4]([CH:8]=[CH:9][CH:10]=1)[C:5]([OH:7])=[O:6].C(=O)([O-])[O-].[K+].[K+].[CH2:17](Br)[C:18]1[CH:23]=[CH:22][CH:21]=[CH:20][CH:19]=1.O. (3) Given the product [Br:1][C:2]1[CH:3]=[C:4]2[C:5](=[CH:6][CH:7]=1)[C:27]1([CH2:26][N:25]([C:18]([O:20][C:21]([CH3:24])([CH3:23])[CH3:22])=[O:19])[CH2:28]1)[O:29][CH2:9]2, predict the reactants needed to synthesize it. The reactants are: [Br:1][C:2]1[CH:7]=[CH:6][C:5](I)=[C:4]([CH2:9]Cl)[CH:3]=1.[Cl-].[Li+].C([Mg]Cl)(C)C.[C:18]([N:25]1[CH2:28][C:27](=[O:29])[CH2:26]1)([O:20][C:21]([CH3:24])([CH3:23])[CH3:22])=[O:19]. (4) Given the product [CH3:11][O:12][C:13]1[CH:20]=[CH:19][C:16]([CH2:17][NH:18][C:4](=[O:6])[C:3]2[CH:7]=[CH:8][CH:9]=[N:10][C:2]=2[NH2:1])=[CH:15][CH:14]=1, predict the reactants needed to synthesize it. The reactants are: [NH2:1][C:2]1[N:10]=[CH:9][CH:8]=[CH:7][C:3]=1[C:4]([OH:6])=O.[CH3:11][O:12][C:13]1[CH:20]=[CH:19][C:16]([CH2:17][NH2:18])=[CH:15][CH:14]=1.CCN=C=NCCCN(C)C.N1C=CC=CC=1. (5) The reactants are: [CH2:1]([O:5][CH2:6][CH2:7][O:8][C:9]1[CH:14]=[CH:13][C:12]([C:15]2[CH:16]=[CH:17][C:18]3[N:24]([CH2:25][CH:26]([CH3:28])[CH3:27])[CH2:23][CH2:22][C:21]([C:29](O)=[O:30])=[CH:20][C:19]=3[CH:32]=2)=[CH:11][CH:10]=1)[CH2:2][CH2:3][CH3:4].CN(C=O)C.S(Cl)(Cl)=O.[N:42]1([CH2:47][S:48][C:49]2[CH:55]=[CH:54][C:52]([NH2:53])=[CH:51][CH:50]=2)[CH:46]=[CH:45][CH:44]=[N:43]1. Given the product [CH2:1]([O:5][CH2:6][CH2:7][O:8][C:9]1[CH:10]=[CH:11][C:12]([C:15]2[CH:16]=[CH:17][C:18]3[N:24]([CH2:25][CH:26]([CH3:27])[CH3:28])[CH2:23][CH2:22][C:21]([C:29]([NH:53][C:52]4[CH:54]=[CH:55][C:49]([S:48][CH2:47][N:42]5[CH:46]=[CH:45][CH:44]=[N:43]5)=[CH:50][CH:51]=4)=[O:30])=[CH:20][C:19]=3[CH:32]=2)=[CH:13][CH:14]=1)[CH2:2][CH2:3][CH3:4], predict the reactants needed to synthesize it. (6) Given the product [ClH:77].[NH2:36][C:37]1([C:41]2[CH:42]=[CH:43][C:44]([C:47]3[C:48](=[O:68])[C:49]4[C:54]([O:55][C:56]=3[C:57]3[CH:62]=[CH:61][CH:60]=[CH:59][CH:58]=3)=[C:53]3[N:63]([CH2:66][CH3:67])[N:64]=[CH:65][C:52]3=[CH:51][CH:50]=4)=[CH:45][CH:46]=2)[CH2:40][CH2:39][CH2:38]1, predict the reactants needed to synthesize it. The reactants are: NC1(C2C=CC(C3C(=O)C4C(=CC=C(F)C=4)OC=3C3C=CC=CC=3)=CC=2)CCC1.C(OC(=O)[NH:36][C:37]1([C:41]2[CH:46]=[CH:45][C:44]([C:47]3[C:48](=[O:68])[C:49]4[C:54]([O:55][C:56]=3[C:57]3[CH:62]=[CH:61][CH:60]=[CH:59][CH:58]=3)=[C:53]3[N:63]([CH2:66][CH3:67])[N:64]=[CH:65][C:52]3=[CH:51][CH:50]=4)=[CH:43][CH:42]=2)[CH2:40][CH2:39][CH2:38]1)(C)(C)C.C(O)(C(F)(F)F)=O.[ClH:77].